This data is from Full USPTO retrosynthesis dataset with 1.9M reactions from patents (1976-2016). The task is: Predict the reactants needed to synthesize the given product. (1) Given the product [Cl:1][C:2]1[CH:28]=[C:27]([Cl:29])[CH:26]=[CH:25][C:3]=1[C:4]([C:6]1[O:7][C:8]2[CH:15]=[C:14]([C:16]3[CH:17]=[C:18]([CH:22]=[CH:23][CH:24]=3)[C:19]([NH:34][CH2:33][CH2:32][O:31][CH3:30])=[O:20])[CH:13]=[CH:12][C:9]=2[C:10]=1[CH3:11])=[O:5], predict the reactants needed to synthesize it. The reactants are: [Cl:1][C:2]1[CH:28]=[C:27]([Cl:29])[CH:26]=[CH:25][C:3]=1[C:4]([C:6]1[O:7][C:8]2[CH:15]=[C:14]([C:16]3[CH:17]=[C:18]([CH:22]=[CH:23][CH:24]=3)[C:19](O)=[O:20])[CH:13]=[CH:12][C:9]=2[C:10]=1[CH3:11])=[O:5].[CH3:30][O:31][CH2:32][CH2:33][NH2:34].CCN=C=NCCCN(C)C.Cl.C(N(CC)C(C)C)(C)C. (2) Given the product [C:19]([O:22][C:23]([N:6]1[C:2]([CH3:1])=[N:3][C:4]([CH2:7][CH2:8][C:9]2[CH:14]=[CH:13][C:12]([N+:15]([O-:17])=[O:16])=[CH:11][CH:10]=2)=[N:5]1)=[O:24])([CH3:21])([CH3:20])[CH3:18], predict the reactants needed to synthesize it. The reactants are: [CH3:1][C:2]1[NH:6][N:5]=[C:4]([CH2:7][CH2:8][C:9]2[CH:14]=[CH:13][C:12]([N+:15]([O-:17])=[O:16])=[CH:11][CH:10]=2)[N:3]=1.[CH3:18][C:19]([O:22][C:23](O[C:23]([O:22][C:19]([CH3:21])([CH3:20])[CH3:18])=[O:24])=[O:24])([CH3:21])[CH3:20].CCN(CC)CC. (3) Given the product [C:1]([C:3]1[N:4]=[C:5]([C:16]([NH:18][C:19]2[C:24]([C:25]3[CH2:30][CH2:29][C:28]([CH3:32])([CH3:31])[CH2:27][CH:26]=3)=[N:23][C:22]([CH:33]3[CH2:38][C:37]([CH3:40])([CH3:39])[O:36][C:35]([CH2:41][OH:42])([CH3:48])[CH2:34]3)=[CH:21][CH:20]=2)=[O:17])[N:6]([CH2:8][O:9][CH2:10][CH2:11][Si:12]([CH3:13])([CH3:14])[CH3:15])[CH:7]=1)#[N:2], predict the reactants needed to synthesize it. The reactants are: [C:1]([C:3]1[N:4]=[C:5]([C:16]([NH:18][C:19]2[CH:20]=[CH:21][C:22]([CH:33]3[CH2:38][C:37]([CH3:40])([CH3:39])[O:36][C:35]([CH3:48])([C:41](OCCCC)=[O:42])[CH2:34]3)=[N:23][C:24]=2[C:25]2[CH2:30][CH2:29][C:28]([CH3:32])([CH3:31])[CH2:27][CH:26]=2)=[O:17])[N:6]([CH2:8][O:9][CH2:10][CH2:11][Si:12]([CH3:15])([CH3:14])[CH3:13])[CH:7]=1)#[N:2].CC(C[AlH]CC(C)C)C. (4) Given the product [NH2:8][C:16]1[CH2:22][C:21]([C:23](=[O:32])[N:24]([CH2:28][C:29]([NH2:31])=[O:30])[CH2:25][CH2:26][CH3:27])=[CH:20][C:19]2[CH:33]=[C:34]([C:46]3[CH:47]=[CH:48][C:43]([NH:42][C:41](=[O:59])[O:40][CH2:38][CH3:39])=[CH:44][C:45]=3[Cl:58])[CH:35]=[CH:36][C:18]=2[N:17]=1, predict the reactants needed to synthesize it. The reactants are: C(OC([N:8]([C:16]1[CH2:22][C:21]([C:23](=[O:32])[N:24]([CH2:28][C:29]([NH2:31])=[O:30])[CH2:25][CH2:26][CH3:27])=[CH:20][C:19]2[CH:33]=[C:34](Br)[CH:35]=[CH:36][C:18]=2[N:17]=1)C(OC(C)(C)C)=O)=O)(C)(C)C.[CH2:38]([O:40][C:41](=[O:59])[NH:42][C:43]1[CH:48]=[CH:47][C:46](B2OC(C)(C)C(C)(C)O2)=[C:45]([Cl:58])[CH:44]=1)[CH3:39].C(=O)([O-])[O-].[Cs+].[Cs+].C(O)C. (5) Given the product [NH2:15][C:5]1[CH:6]=[CH:7][C:8]([CH2:10][C:11]([O:13][CH3:14])=[O:12])=[N:9][C:4]=1[O:3][CH2:1][CH3:2], predict the reactants needed to synthesize it. The reactants are: [CH2:1]([O:3][C:4]1[N:9]=[C:8]([CH2:10][C:11]([O:13][CH3:14])=[O:12])[CH:7]=[CH:6][C:5]=1[N+:15]([O-])=O)[CH3:2].COCCOC1N=C(N2CCN(C(=O)C)CC2)C=CC=1[N+]([O-])=O. (6) The reactants are: Br[C:2]1[CH:3]=[CH:4][C:5]2[O:9][C:8]([CH:10]([NH:14][C:15]3[CH:20]=[CH:19][C:18]([C:21]([N:23]([CH3:31])[CH2:24][CH2:25][C:26]([O:28][CH2:29][CH3:30])=[O:27])=[O:22])=[CH:17][CH:16]=3)[CH:11]([CH3:13])[CH3:12])=[C:7]([CH3:32])[C:6]=2[CH:33]=1.[CH3:34][O:35][C:36]1[N:41]=[CH:40][C:39](B(O)O)=[CH:38][CH:37]=1.C(=O)([O-])[O-].[K+].[K+]. Given the product [CH3:34][O:35][C:36]1[N:41]=[CH:40][C:39]([C:2]2[CH:3]=[CH:4][C:5]3[O:9][C:8]([CH:10]([NH:14][C:15]4[CH:16]=[CH:17][C:18]([C:21]([N:23]([CH3:31])[CH2:24][CH2:25][C:26]([O:28][CH2:29][CH3:30])=[O:27])=[O:22])=[CH:19][CH:20]=4)[CH:11]([CH3:13])[CH3:12])=[C:7]([CH3:32])[C:6]=3[CH:33]=2)=[CH:38][CH:37]=1, predict the reactants needed to synthesize it. (7) Given the product [CH2:1]([N:6]1[C:10](=[O:11])[C:9](=[CH:39][C:38]([O:42][CH2:43][CH3:44])=[O:41])[S:8][CH:7]1[C:12]1[CH:17]=[CH:16][CH:15]=[CH:14][CH:13]=1)[CH2:2][CH:3]([CH3:5])[CH3:4], predict the reactants needed to synthesize it. The reactants are: [CH2:1]([N:6]1[C:10](=[O:11])[CH2:9][S:8][CH:7]1[C:12]1[CH:17]=[CH:16][CH:15]=[CH:14][CH:13]=1)[CH2:2][CH:3]([CH3:5])[CH3:4].[Li+].CC([N-]C(C)C)C.[Li]CCCC.C(NC(C)C)(C)C.[C:38]([O:42][CH2:43][CH3:44])(=[O:41])[CH:39]=O.Cl. (8) Given the product [N:31]([CH2:24][C@H:10]1[C@H:9]([N:8]([CH2:1][C:2]2[CH:7]=[CH:6][CH:5]=[CH:4][CH:3]=2)[CH3:30])[CH2:14][CH2:13][N:12]([CH2:15][CH2:16][C:17]2[CH:22]=[CH:21][C:20]([F:23])=[CH:19][CH:18]=2)[CH2:11]1)=[N+:32]=[N-:33], predict the reactants needed to synthesize it. The reactants are: [CH2:1]([N:8]([CH3:30])[C@@H:9]1[CH2:14][CH2:13][N:12]([CH2:15][CH2:16][C:17]2[CH:22]=[CH:21][C:20]([F:23])=[CH:19][CH:18]=2)[CH2:11][C@H:10]1[CH2:24]OS(C)(=O)=O)[C:2]1[CH:7]=[CH:6][CH:5]=[CH:4][CH:3]=1.[N-:31]=[N+:32]=[N-:33].[Na+].